This data is from Forward reaction prediction with 1.9M reactions from USPTO patents (1976-2016). The task is: Predict the product of the given reaction. (1) Given the reactants Cl[C:2]1[CH:7]=[CH:6][C:5]([N+:8]([O-:10])=[O:9])=[CH:4][N:3]=1.C(N=[N+]=[N-])C.[CH3:16][N:17]([CH3:21])[CH2:18][CH2:19][NH2:20], predict the reaction product. The product is: [CH3:16][N:17]([CH3:21])[CH2:18][CH2:19][NH:20][C:2]1[CH:7]=[CH:6][C:5]([N+:8]([O-:10])=[O:9])=[CH:4][N:3]=1. (2) The product is: [CH2:1]([C:4]1[C:8]([CH2:9][CH2:10][CH2:11][O:12][C:24]2[CH:29]=[CH:28][CH:27]=[CH:26][C:25]=2[CH2:30][CH2:31][C:32]([OH:34])=[O:33])=[CH:7][N:6]([C:13]2[CH:18]=[CH:17][C:16]([C:19]([F:21])([F:20])[F:22])=[CH:15][N:14]=2)[N:5]=1)[CH2:2][CH3:3]. Given the reactants [CH2:1]([C:4]1[C:8]([CH2:9][CH2:10][CH2:11][OH:12])=[CH:7][N:6]([C:13]2[CH:18]=[CH:17][C:16]([C:19]([F:22])([F:21])[F:20])=[CH:15][N:14]=2)[N:5]=1)[CH2:2][CH3:3].O[C:24]1[CH:29]=[CH:28][CH:27]=[CH:26][C:25]=1[CH2:30][CH2:31][C:32]([O:34]C)=[O:33].C(P(CCCC)CCCC)CCC.N(C(N1CCCCC1)=O)=NC(N1CCCCC1)=O, predict the reaction product. (3) Given the reactants [NH2:1][CH:2]1[N:8]=[C:7]([C:9]2[CH:14]=[CH:13][CH:12]=[CH:11][CH:10]=2)[C:6]2[CH:15]=[CH:16][CH:17]=[CH:18][C:5]=2[N:4]([CH3:19])[C:3]1=[O:20].[CH3:21][CH:22]([C:26]([NH:28][CH2:29][C:30]1[CH:35]=[CH:34][CH:33]=[C:32]([CH3:36])[CH:31]=1)=[O:27])[C:23](O)=[O:24], predict the reaction product. The product is: [CH3:21][CH:22]([C:23]([NH:1][CH:2]1[C:3](=[O:20])[N:4]([CH3:19])[C:5]2[CH:18]=[CH:17][CH:16]=[CH:15][C:6]=2[C:7]([C:9]2[CH:14]=[CH:13][CH:12]=[CH:11][CH:10]=2)=[N:8]1)=[O:24])[C:26]([NH:28][CH2:29][C:30]1[CH:35]=[CH:34][CH:33]=[C:32]([CH3:36])[CH:31]=1)=[O:27]. (4) The product is: [CH2:19]([O:8][C:9]1[CH:10]=[CH:11][C:2]([CH3:1])=[CH:3][C:4]=1[CH:5]([C:13]1[CH:18]=[CH:17][CH:16]=[CH:15][CH:14]=1)[CH2:6][C:7]([O:28][CH3:27])=[O:12])[C:20]1[CH:25]=[CH:24][CH:23]=[CH:22][CH:21]=1. Given the reactants [CH3:1][C:2]1[CH:3]=[C:4]2[C:9](=[CH:10][CH:11]=1)[O:8][C:7](=[O:12])[CH2:6][CH:5]2[C:13]1[CH:18]=[CH:17][CH:16]=[CH:15][CH:14]=1.[CH2:19](Br)[C:20]1[CH:25]=[CH:24][CH:23]=[CH:22][CH:21]=1.[C:27](=O)([O-])[O-:28].[K+].[K+].CC(C)=O, predict the reaction product. (5) Given the reactants S(Cl)([Cl:3])=O.[OH:5][C:6]1[N:14]=[CH:13][CH:12]=[C:11]([I:15])[C:7]=1[C:8](O)=[O:9].CO, predict the reaction product. The product is: [OH:5][C:6]1[N:14]=[CH:13][CH:12]=[C:11]([I:15])[C:7]=1[C:8]([Cl:3])=[O:9]. (6) Given the reactants [Cl:1][C:2]1[CH:7]=[C:6]([F:8])[C:5]([N:9]2[C:14](=[O:15])[CH:13]=[C:12]([C:16]([F:19])([F:18])[F:17])[N:11]([CH3:20])[C:10]2=[O:21])=[CH:4][C:3]=1[S:22]([N:25]=[C:26]=[O:27])(=[O:24])=[O:23].[CH3:28][NH:29][CH:30]([CH3:32])[CH3:31], predict the reaction product. The product is: [Cl:1][C:2]1[C:3]([S:22]([NH:25][C:26]([N:29]([CH:30]([CH3:32])[CH3:31])[CH3:28])=[O:27])(=[O:24])=[O:23])=[CH:4][C:5]([N:9]2[C:14](=[O:15])[CH:13]=[C:12]([C:16]([F:19])([F:17])[F:18])[N:11]([CH3:20])[C:10]2=[O:21])=[C:6]([F:8])[CH:7]=1. (7) The product is: [CH3:1][N:2]([CH3:26])[CH2:3][CH2:4][N:5]([CH3:25])[C:6]1[S:7][C:8]2[CH:14]=[C:13]([NH:15][C:16]([C:17]3[CH:22]=[CH:21][C:20]([C:32]4[CH:31]=[CH:30][CH:29]=[C:28]([CH3:27])[CH:33]=4)=[CH:19][CH:18]=3)=[O:24])[CH:12]=[CH:11][C:9]=2[N:10]=1. Given the reactants [CH3:1][N:2]([CH3:26])[CH2:3][CH2:4][N:5]([CH3:25])[C:6]1[S:7][C:8]2[CH:14]=[C:13]([NH:15][C:16](=[O:24])[C:17]3[CH:22]=[CH:21][C:20](I)=[CH:19][CH:18]=3)[CH:12]=[CH:11][C:9]=2[N:10]=1.[CH3:27][C:28]1[CH:29]=[C:30](B(O)O)[CH:31]=[CH:32][CH:33]=1, predict the reaction product.